From a dataset of Full USPTO retrosynthesis dataset with 1.9M reactions from patents (1976-2016). Predict the reactants needed to synthesize the given product. (1) Given the product [NH:1]1[C:9]2[C:4](=[C:5]([C:10]3[CH:18]=[C:17]4[C:13]([CH:14]=[N:15][NH:16]4)=[C:12]([NH:25][C:56]([C:52]4[CH:51]=[N:50][CH:55]=[CH:54][CH:53]=4)=[O:57])[CH:11]=3)[CH:6]=[CH:7][CH:8]=2)[CH:3]=[CH:2]1, predict the reactants needed to synthesize it. The reactants are: [NH:1]1[C:9]2[C:4](=[C:5]([C:10]3[CH:11]=[C:12]([NH2:25])[C:13]4[C:17]([CH:18]=3)=[N:16][N:15](C3CCCCO3)[CH:14]=4)[CH:6]=[CH:7][CH:8]=2)[CH:3]=[CH:2]1.F[P-](F)(F)(F)(F)F.N1(OC(N(C)C)=[N+](C)C)C2N=CC=CC=2N=N1.[N:50]1[CH:55]=[CH:54][CH:53]=[C:52]([C:56](O)=[O:57])[CH:51]=1.CCN(C(C)C)C(C)C.C1(C)C=CC(S(O)(=O)=O)=CC=1.N. (2) Given the product [NH2:35][C@@H:31]([CH:32]([CH3:34])[CH3:33])[C:30]([NH:29][C@@H:27]([CH3:28])[C:26]([NH:25][CH2:24]/[CH:23]=[CH:22]/[C:20]1[CH2:21][C@H:15]2[CH:14]=[N:13][C:12]3[CH:55]=[C:56]([O:57][CH2:58][CH2:59][CH2:60][O:61][C:62]4[C:63]([O:80][CH3:81])=[CH:64][C:65]5[C:71](=[O:72])[N:70]6[CH:73]=[C:74](/[CH:76]=[CH:77]/[CH3:78])[CH2:75][C@H:69]6[CH:68]=[N:67][C:66]=5[CH:79]=4)[C:9]([O:8][CH3:7])=[CH:10][C:11]=3[C:17](=[O:18])[N:16]2[CH:19]=1)=[O:54])=[O:53], predict the reactants needed to synthesize it. The reactants are: N1CCCCC1.[CH3:7][O:8][C:9]1[C:56]([O:57][CH2:58][CH2:59][CH2:60][O:61][C:62]2[C:63]([O:80][CH3:81])=[CH:64][C:65]3[C:71](=[O:72])[N:70]4[CH:73]=[C:74](/[CH:76]=[CH:77]/[CH3:78])[CH2:75][C@H:69]4[CH:68]=[N:67][C:66]=3[CH:79]=2)=[CH:55][C:12]2[N:13]=[CH:14][C@@H:15]3[CH2:21][C:20](/[CH:22]=[CH:23]/[CH2:24][NH:25][C:26](=[O:54])[C@@H:27]([NH:29][C:30](=[O:53])[C@@H:31]([NH:35]C(=O)OCC4C5C=CC=CC=5C5C4=CC=CC=5)[CH:32]([CH3:34])[CH3:33])[CH3:28])=[CH:19][N:16]3[C:17](=[O:18])[C:11]=2[CH:10]=1. (3) The reactants are: [CH:1]1([C:4]2[N:8]=[C:7]([C:9]3[C:10]4[CH2:20][CH2:19][CH2:18][CH2:17][C:11]=4[S:12][C:13]=3[N:14]=[C:15]=[O:16])[O:6][N:5]=2)[CH2:3][CH2:2]1.[OH:21][C@H:22]1[CH2:26][NH:25][C@@H:24]([C:27]([OH:29])=[O:28])[CH2:23]1. Given the product [CH:1]1([C:4]2[N:8]=[C:7]([C:9]3[C:10]4[CH2:20][CH2:19][CH2:18][CH2:17][C:11]=4[S:12][C:13]=3[NH:14][C:15]([N:25]3[CH2:26][C@H:22]([OH:21])[CH2:23][C@@H:24]3[C:27]([OH:29])=[O:28])=[O:16])[O:6][N:5]=2)[CH2:2][CH2:3]1, predict the reactants needed to synthesize it. (4) The reactants are: [CH3:1][C:2]1[N:3]([CH2:26][C:27]2[CH:32]=[CH:31][C:30]([C:33]3[C:34]([C:39]([O:41][C:42]([CH3:45])([CH3:44])[CH3:43])=[O:40])=[CH:35][CH:36]=[CH:37][CH:38]=3)=[CH:29][CH:28]=2)[C:4]2[C:9]([C:10]=1[CH3:11])=[CH:8][C:7]([C:12](=[O:25])[NH:13][C@H:14]([C:16]1[CH:21]=[CH:20][CH:19]=[C:18]([C:22]([CH3:24])=[CH2:23])[CH:17]=1)[CH3:15])=[CH:6][CH:5]=2. Given the product [CH:22]([C:18]1[CH:17]=[C:16]([C@@H:14]([NH:13][C:12]([C:7]2[CH:8]=[C:9]3[C:4](=[CH:5][CH:6]=2)[N:3]([CH2:26][C:27]2[CH:28]=[CH:29][C:30]([C:33]4[C:34]([C:39]([O:41][C:42]([CH3:43])([CH3:45])[CH3:44])=[O:40])=[CH:35][CH:36]=[CH:37][CH:38]=4)=[CH:31][CH:32]=2)[C:2]([CH3:1])=[C:10]3[CH3:11])=[O:25])[CH3:15])[CH:21]=[CH:20][CH:19]=1)([CH3:24])[CH3:23], predict the reactants needed to synthesize it. (5) The reactants are: [CH3:1][S:2]([C:5]1[CH:6]=[C:7]2[C:11](=[CH:12][CH:13]=1)[NH:10][C:9](=[O:14])[CH2:8]2)(=[O:4])=[O:3].[CH:15]([C:17]1[NH:18][C:19]([CH3:37])=[C:20]([S:27]([C:30]2[CH:35]=[CH:34][C:33]([CH3:36])=[CH:32][CH:31]=2)(=[O:29])=[O:28])[C:21]=1[CH2:22][CH2:23][C:24]([OH:26])=[O:25])=O.N1CCCCC1. Given the product [CH3:1][S:2]([C:5]1[CH:6]=[C:7]2[C:11](=[CH:12][CH:13]=1)[NH:10][C:9](=[O:14])/[C:8]/2=[CH:15]\[C:17]1[NH:18][C:19]([CH3:37])=[C:20]([S:27]([C:30]2[CH:31]=[CH:32][C:33]([CH3:36])=[CH:34][CH:35]=2)(=[O:28])=[O:29])[C:21]=1[CH2:22][CH2:23][C:24]([OH:26])=[O:25])(=[O:4])=[O:3], predict the reactants needed to synthesize it.